Dataset: Full USPTO retrosynthesis dataset with 1.9M reactions from patents (1976-2016). Task: Predict the reactants needed to synthesize the given product. (1) Given the product [C:22]1([C:28]2[C:32]([C:33]([F:36])([F:34])[F:35])=[C:31]([C:37]([CH:16]3[CH2:15][CH2:14][C:13]4[C:18](=[CH:19][CH:20]=[C:11]([CH:9]=[CH2:10])[CH:12]=4)[C:17]3=[O:21])=[O:38])[O:30][N:29]=2)[CH:23]=[CH:24][CH:25]=[CH:26][CH:27]=1, predict the reactants needed to synthesize it. The reactants are: [Li+].CC([N-]C(C)C)C.[CH:9]([C:11]1[CH:12]=[C:13]2[C:18](=[CH:19][CH:20]=1)[C:17](=[O:21])[CH2:16][CH2:15][CH2:14]2)=[CH2:10].[C:22]1([C:28]2[C:32]([C:33]([F:36])([F:35])[F:34])=[C:31]([C:37](F)=[O:38])[O:30][N:29]=2)[CH:27]=[CH:26][CH:25]=[CH:24][CH:23]=1. (2) Given the product [N:23]([CH:10]([CH:9]([C:17]1[CH:22]=[CH:21][CH:20]=[CH:19][CH:18]=1)[CH2:8][C:5]1[CH:6]=[CH:7][C:2]([Cl:1])=[CH:3][CH:4]=1)[CH3:11])=[N+:24]=[N-:25], predict the reactants needed to synthesize it. The reactants are: [Cl:1][C:2]1[CH:7]=[CH:6][C:5]([CH2:8][CH:9]([C:17]2[CH:22]=[CH:21][CH:20]=[CH:19][CH:18]=2)[CH:10](OS(C)(=O)=O)[CH3:11])=[CH:4][CH:3]=1.[N-:23]=[N+:24]=[N-:25].[Na+].O.